Dataset: Catalyst prediction with 721,799 reactions and 888 catalyst types from USPTO. Task: Predict which catalyst facilitates the given reaction. (1) Reactant: [Br:1][C:2]1[C:19]([O:20][CH3:21])=[N:18][C:5]2[CH2:6][CH2:7][N:8](C(=O)C(F)(F)F)[CH2:9][CH:10]([CH3:11])[C:4]=2[C:3]=1[Cl:22].C([O-])([O-])=O.[K+].[K+].CO. Product: [Br:1][C:2]1[C:19]([O:20][CH3:21])=[N:18][C:5]2[CH2:6][CH2:7][NH:8][CH2:9][CH:10]([CH3:11])[C:4]=2[C:3]=1[Cl:22]. The catalyst class is: 6. (2) Reactant: [Br:1][C:2]1[CH:3]=[C:4]2[C:9](=[CH:10][CH:11]=1)[NH:8][C:7]([CH3:13])([CH3:12])[CH:6]=[C:5]2[CH3:14].[C:15](O[C:15]([O:17][C:18]([CH3:21])([CH3:20])[CH3:19])=[O:16])([O:17][C:18]([CH3:21])([CH3:20])[CH3:19])=[O:16].[Cl-].[NH4+]. Product: [Br:1][C:2]1[CH:3]=[C:4]2[C:9](=[CH:10][CH:11]=1)[N:8]([C:15]([O:17][C:18]([CH3:21])([CH3:20])[CH3:19])=[O:16])[C:7]([CH3:13])([CH3:12])[CH:6]=[C:5]2[CH3:14]. The catalyst class is: 7. (3) Reactant: [Cl:1][C:2]1[CH:3]=[C:4]([CH2:8][CH2:9][OH:10])[CH:5]=[CH:6][CH:7]=1.[H-].[Na+].Cl[CH2:14][C:15]([O-:17])=[O:16].[Na+]. Product: [Cl:1][C:2]1[CH:3]=[C:4]([CH2:8][CH2:9][O:10][CH2:14][C:15]([OH:17])=[O:16])[CH:5]=[CH:6][CH:7]=1. The catalyst class is: 3. (4) Reactant: [OH:1][C:2]1[CH:3]=[C:4]([C:11]([N:13]2[CH2:17][CH2:16][CH2:15][CH2:14]2)=[O:12])[CH:5]=[CH:6][C:7]=1[N+:8]([O-:10])=[O:9].C(=O)([O-])[O-].[K+].[K+].Br[CH2:25][CH3:26]. Product: [CH2:25]([O:1][C:2]1[CH:3]=[C:4]([C:11]([N:13]2[CH2:14][CH2:15][CH2:16][CH2:17]2)=[O:12])[CH:5]=[CH:6][C:7]=1[N+:8]([O-:10])=[O:9])[CH3:26]. The catalyst class is: 47. (5) Product: [C:14]([O:13][C:11]([NH:7][CH2:6][CH2:5][CH2:4][CH2:3][CH2:2][CH2:1][NH2:8])=[O:12])([CH3:17])([CH3:16])[CH3:15]. The catalyst class is: 7. Reactant: [CH2:1]([NH2:8])[CH2:2][CH2:3][CH2:4][CH2:5][CH2:6][NH2:7].[OH-].[Na+].[C:11](O[C:11]([O:13][C:14]([CH3:17])([CH3:16])[CH3:15])=[O:12])([O:13][C:14]([CH3:17])([CH3:16])[CH3:15])=[O:12].O. (6) Reactant: [F:1][C:2]([F:24])([F:23])[C:3]1[CH:4]=[C:5]([C:13]2[N:17]=[CH:16][N:15](/[CH:18]=[CH:19]\[C:20]([OH:22])=O)[N:14]=2)[CH:6]=[C:7]([C:9]([F:12])([F:11])[F:10])[CH:8]=1.[NH:25]1[CH2:30][CH2:29][CH2:28][CH:27]([C:31]([NH:33][NH2:34])=[O:32])[CH2:26]1.C(P1(=O)OP(CCC)(=O)OP(CCC)(=O)O1)CC.CCN(C(C)C)C(C)C. Product: [F:11][C:9]([F:10])([F:12])[C:7]1[CH:6]=[C:5]([C:13]2[N:17]=[CH:16][N:15](/[CH:18]=[CH:19]\[C:20]([N:33]([C:31]([CH:27]3[CH2:28][CH2:29][CH2:30][NH:25][CH2:26]3)=[O:32])[NH2:34])=[O:22])[N:14]=2)[CH:4]=[C:3]([C:2]([F:23])([F:24])[F:1])[CH:8]=1. The catalyst class is: 49. (7) Reactant: [NH2:1][C:2]([C:4]1[O:8][C:7]([S:9]([N:12]2[C:16]([C:17]3[C:18]([F:23])=[N:19][CH:20]=[CH:21][CH:22]=3)=[C:15]([F:24])[C:14]([CH2:25][N:26]([CH3:34])[C:27](=[O:33])[O:28][C:29]([CH3:32])([CH3:31])[CH3:30])=[CH:13]2)(=[O:11])=[O:10])=[CH:6][CH:5]=1)=O.N1C=CC=CC=1.FC(F)(F)C(OC(=O)C(F)(F)F)=O. Product: [C:2]([C:4]1[O:8][C:7]([S:9]([N:12]2[C:16]([C:17]3[C:18]([F:23])=[N:19][CH:20]=[CH:21][CH:22]=3)=[C:15]([F:24])[C:14]([CH2:25][N:26]([CH3:34])[C:27](=[O:33])[O:28][C:29]([CH3:30])([CH3:31])[CH3:32])=[CH:13]2)(=[O:11])=[O:10])=[CH:6][CH:5]=1)#[N:1]. The catalyst class is: 7.